This data is from Full USPTO retrosynthesis dataset with 1.9M reactions from patents (1976-2016). The task is: Predict the reactants needed to synthesize the given product. (1) Given the product [Cl:9][C:8]1[N:1]=[C:2]([Cl:3])[N:4]=[C:5]([NH:12][CH3:11])[N:7]=1, predict the reactants needed to synthesize it. The reactants are: [N:1]1[C:8]([Cl:9])=[N:7][C:5](Cl)=[N:4][C:2]=1[Cl:3].C[C:11]#[N:12].NC.[OH-].[Na+]. (2) Given the product [CH:3]1([C:6]2[C:7]([C:16]([C:19]3[CH:20]=[C:21]([CH:22]=[C:23]([CH3:25])[CH:24]=3)[C:35]#[N:36])=[O:27])=[N:8][C:9]([O:14][CH3:15])=[N:10][C:11]=2[O:12][CH3:13])[CH2:5][CH2:4]1, predict the reactants needed to synthesize it. The reactants are: [H-].[Na+].[CH:3]1([C:6]2[C:7]([CH:16]([C:19]3[CH:24]=[C:23]([CH3:25])[CH:22]=[C:21](C)[CH:20]=3)C#N)=[N:8][C:9]([O:14][CH3:15])=[N:10][C:11]=2[O:12][CH3:13])[CH2:5][CH2:4]1.[O:27]=O.C(OCC)(=O)C.[CH3:35][N:36](C=O)C. (3) Given the product [Cl:1][C:2]1[CH:7]=[CH:6][C:5]([C@H:8]([NH2:11])[CH2:9][CH3:10])=[C:4]([F:12])[CH:3]=1, predict the reactants needed to synthesize it. The reactants are: [Cl:1][C:2]1[CH:7]=[CH:6][C:5]([CH:8]([NH2:11])[CH2:9][CH3:10])=[C:4]([F:12])[CH:3]=1.C(O)C.N[C@H](C(O)=O)CC(O)=O.